This data is from Catalyst prediction with 721,799 reactions and 888 catalyst types from USPTO. The task is: Predict which catalyst facilitates the given reaction. (1) Reactant: [CH2:1]1[C:10]2[C:5](=[CH:6][CH:7]=[CH:8][CH:9]=2)[CH2:4][CH2:3][N:2]1[C:11]([NH:13][C:14]1[CH:22]=[CH:21][C:17]([C:18](O)=[O:19])=[CH:16][CH:15]=1)=[O:12].ON1C2C=CC=CC=2N=N1.C(N(C(C)C)CC)(C)C.[CH3:42][CH:43]([CH3:47])[CH2:44][CH2:45][NH2:46].Cl.CN(C)CCCN=C=NCC. Product: [CH3:42][CH:43]([CH3:47])[CH2:44][CH2:45][NH:46][C:18]([C:17]1[CH:16]=[CH:15][C:14]([NH:13][C:11]([N:2]2[CH2:3][CH2:4][C:5]3[C:10](=[CH:9][CH:8]=[CH:7][CH:6]=3)[CH2:1]2)=[O:12])=[CH:22][CH:21]=1)=[O:19]. The catalyst class is: 35. (2) The catalyst class is: 27. Product: [CH2:1]([CH:8]1[CH2:9][CH2:10][N:11]([C:14](=[O:18])[C:15]([NH:19][C:20]2[CH:25]=[CH:24][C:23]([OH:26])=[CH:22][CH:21]=2)=[O:17])[CH2:12][CH2:13]1)[C:2]1[CH:3]=[CH:4][CH:5]=[CH:6][CH:7]=1. Reactant: [CH2:1]([CH:8]1[CH2:13][CH2:12][N:11]([C:14](=[O:18])[C:15]([OH:17])=O)[CH2:10][CH2:9]1)[C:2]1[CH:7]=[CH:6][CH:5]=[CH:4][CH:3]=1.[NH2:19][C:20]1[CH:25]=[CH:24][C:23]([OH:26])=[CH:22][CH:21]=1. (3) Product: [CH2:31]([O:22][C:3]1[C:2]([F:1])=[C:9]([F:10])[C:8]([CH:11]2[CH2:16][CH2:15][CH:14]([CH2:17][CH2:18][CH2:19][CH2:20][CH3:21])[CH2:13][CH2:12]2)=[CH:7][C:4]=1[CH:5]=[O:6])[CH:30]=[CH2:29]. Reactant: [F:1][C:2]1[C:3]([OH:22])=[C:4]([CH:7]=[C:8]([CH:11]2[CH2:16][CH2:15][CH:14]([CH2:17][CH2:18][CH2:19][CH2:20][CH3:21])[CH2:13][CH2:12]2)[C:9]=1[F:10])[CH:5]=[O:6].C(=O)([O-])[O-].[K+].[K+].[CH2:29](Br)[CH:30]=[CH2:31]. The catalyst class is: 21. (4) Product: [N+:8]([C:4]1[CH:3]=[C:2]([N:15]2[CH2:14][CH2:13][N:12]([C:18]([O:20][C:21]([CH3:24])([CH3:23])[CH3:22])=[O:19])[CH2:17][CH2:16]2)[CH:7]=[CH:6][CH:5]=1)([O-:10])=[O:9]. The catalyst class is: 16. Reactant: F[C:2]1(C)[CH:7]=[CH:6][CH:5]=[C:4]([N+:8]([O-:10])=[O:9])[CH2:3]1.[N:12]1([C:18]([O:20][C:21]([CH3:24])([CH3:23])[CH3:22])=[O:19])[CH2:17][CH2:16][NH:15][CH2:14][CH2:13]1.C(=O)([O-])[O-].[K+].[K+]. (5) Reactant: [NH:1]1[CH2:6][CH2:5][O:4][CH2:3][CH2:2]1.C(N(CC)C(C)C)(C)C.Cl[C:17]1[C:18]2[C:25]([C:26]3[CH:27]=[C:28]([CH:31]=[CH:32][CH:33]=3)[C:29]#[N:30])=[CH:24][NH:23][C:19]=2[N:20]=[CH:21][N:22]=1. Product: [N:1]1([C:17]2[C:18]3[C:25]([C:26]4[CH:27]=[C:28]([CH:31]=[CH:32][CH:33]=4)[C:29]#[N:30])=[CH:24][NH:23][C:19]=3[N:20]=[CH:21][N:22]=2)[CH2:6][CH2:5][O:4][CH2:3][CH2:2]1. The catalyst class is: 51.